From a dataset of Catalyst prediction with 721,799 reactions and 888 catalyst types from USPTO. Predict which catalyst facilitates the given reaction. (1) The catalyst class is: 1. Product: [O:3]1[C:7]2([CH2:12][CH2:11][C:10](=[CH:8][C:7]([O:3][CH2:4][CH3:5])=[O:6])[CH2:9][CH2:8]2)[O:6][CH2:5][CH2:4]1. Reactant: [H-].[Na+].[O:3]1[C:7]2([CH2:12][CH2:11][C:10](=O)[CH2:9][CH2:8]2)[O:6][CH2:5][CH2:4]1. (2) Reactant: [F:1][C:2]([F:21])([F:20])[C:3]1[CH:4]=[C:5]([C:9]2[S:10][C:11]3[C:16]([N:17]=2)=[C:15]([CH:18]=[O:19])[CH:14]=[CH:13][N:12]=3)[CH:6]=[CH:7][CH:8]=1.[OH:22]S(O)(=O)=O.[O-][Mn](=O)(=O)=O.[K+]. Product: [F:21][C:2]([F:20])([F:1])[C:3]1[CH:4]=[C:5]([C:9]2[S:10][C:11]3[C:16]([N:17]=2)=[C:15]([C:18]([OH:22])=[O:19])[CH:14]=[CH:13][N:12]=3)[CH:6]=[CH:7][CH:8]=1. The catalyst class is: 21.